Dataset: Full USPTO retrosynthesis dataset with 1.9M reactions from patents (1976-2016). Task: Predict the reactants needed to synthesize the given product. (1) Given the product [Cl:18][C:19]1[C:24]([C:25]([O:10][CH2:9][C:6]2[CH:7]=[CH:8][C:3]([O:2][CH3:1])=[CH:4][CH:5]=2)=[O:26])=[C:23]([Cl:28])[N:22]=[CH:21][N:20]=1, predict the reactants needed to synthesize it. The reactants are: [CH3:1][O:2][C:3]1[CH:8]=[CH:7][C:6]([CH2:9][OH:10])=[CH:5][CH:4]=1.C(N(CC)CC)C.[Cl:18][C:19]1[C:24]([C:25](Cl)=[O:26])=[C:23]([Cl:28])[N:22]=[CH:21][N:20]=1. (2) The reactants are: [O:1]1[C:5]2[CH:6]=[CH:7][CH:8]=[CH:9][C:4]=2[N:3]=[C:2]1[C:10]1[C:11](=[O:21])[O:12][C:13]2[C:18]([CH:19]=1)=[CH:17][CH:16]=[C:15]([OH:20])[CH:14]=2.O[CH:23]1[CH2:28][CH2:27][N:26]([C:29]([O:31][C:32]([CH3:35])([CH3:34])[CH3:33])=[O:30])[CH2:25][CH2:24]1.N(C(OC(C)C)=O)=NC(OC(C)C)=O.C1(P(C2C=CC=CC=2)C2C=CC=CC=2)C=CC=CC=1.C(N(CC)CC)C. Given the product [O:1]1[C:5]2[CH:6]=[CH:7][CH:8]=[CH:9][C:4]=2[N:3]=[C:2]1[C:10]1[C:11](=[O:21])[O:12][C:13]2[C:18]([CH:19]=1)=[CH:17][CH:16]=[C:15]([O:20][CH:23]1[CH2:28][CH2:27][N:26]([C:29]([O:31][C:32]([CH3:35])([CH3:34])[CH3:33])=[O:30])[CH2:25][CH2:24]1)[CH:14]=2, predict the reactants needed to synthesize it. (3) Given the product [C:42]([O:46][C:47]([N:49]1[CH2:54][CH2:53][CH:52]([O:22][C:19]2[CH:20]=[CH:21][C:16]([N:11]3[C:10]([C:8](=[O:9])[NH:7][CH:1]4[CH2:2][CH2:3][CH2:4][CH2:5][CH2:6]4)=[CH:14][C:13]([CH3:15])=[N:12]3)=[CH:17][CH:18]=2)[CH2:51][CH2:50]1)=[O:48])([CH3:45])([CH3:43])[CH3:44], predict the reactants needed to synthesize it. The reactants are: [CH:1]1([NH:7][C:8]([C:10]2[N:11]([C:16]3[CH:21]=[CH:20][C:19]([OH:22])=[CH:18][CH:17]=3)[N:12]=[C:13]([CH3:15])[CH:14]=2)=[O:9])[CH2:6][CH2:5][CH2:4][CH2:3][CH2:2]1.C1(P(C2C=CC=CC=2)C2C=CC=CC=2)C=CC=CC=1.[C:42]([O:46][C:47]([N:49]1[CH2:54][CH2:53][CH:52](O)[CH2:51][CH2:50]1)=[O:48])([CH3:45])([CH3:44])[CH3:43].CC(OC(/N=N/C(OC(C)C)=O)=O)C.